This data is from Reaction yield outcomes from USPTO patents with 853,638 reactions. The task is: Predict the reaction yield, written as a fraction of the theoretical maximum amount of product (1.0 means a 100% yield; for example, 0.34 means a 34% yield). (1) The reactants are [C:1](=O)([O-])[O-].[K+].[K+].[Cl:7][C:8]1[CH:16]=[N:15][CH:14]=[CH:13][C:9]=1[C:10]([OH:12])=[O:11].CI. The catalyst is CS(C)=O. The product is [Cl:7][C:8]1[CH:16]=[N:15][CH:14]=[CH:13][C:9]=1[C:10]([O:12][CH3:1])=[O:11]. The yield is 0.560. (2) The reactants are [C:1]1([C:7]2[C:8]3[C:13]([CH:14]=[C:15]4[C:20]=2[CH:19]=[CH:18][CH:17]=[CH:16]4)=[CH:12][CH:11]=[CH:10][CH:9]=3)[CH:6]=[CH:5][CH:4]=[CH:3][CH:2]=1.[Br:21]C1CC(=O)NC1=O. The catalyst is CN(C)C=O. The product is [Br:21][C:14]1[C:15]2[C:20]([C:7]([C:1]3[CH:2]=[CH:3][CH:4]=[CH:5][CH:6]=3)=[C:8]3[C:13]=1[CH:12]=[CH:11][CH:10]=[CH:9]3)=[CH:19][CH:18]=[CH:17][CH:16]=2. The yield is 0.893.